This data is from Full USPTO retrosynthesis dataset with 1.9M reactions from patents (1976-2016). The task is: Predict the reactants needed to synthesize the given product. The reactants are: [NH2:1][C:2]1[N:3]([CH3:26])[C:4](=[O:25])[C:5]([C:17]2[CH:18]=[C:19]([CH:22]=[CH:23][CH:24]=2)[CH:20]=O)([C:7]2[CH:12]=[CH:11][C:10]([O:13][CH:14]([F:16])[F:15])=[CH:9][CH:8]=2)[N:6]=1.[CH2:27]([NH2:33])[C:28]1[O:32][CH:31]=[CH:30][CH:29]=1.[BH4-].[Na+].[OH-].[Na+]. Given the product [NH2:1][C:2]1[N:3]([CH3:26])[C:4](=[O:25])[C:5]([C:7]2[CH:12]=[CH:11][C:10]([O:13][CH:14]([F:16])[F:15])=[CH:9][CH:8]=2)([C:17]2[CH:24]=[CH:23][CH:22]=[C:19]([CH2:20][NH:33][CH2:27][C:28]3[O:32][CH:31]=[CH:30][CH:29]=3)[CH:18]=2)[N:6]=1, predict the reactants needed to synthesize it.